Dataset: Full USPTO retrosynthesis dataset with 1.9M reactions from patents (1976-2016). Task: Predict the reactants needed to synthesize the given product. (1) Given the product [NH2:1][C:4]1([C:18]2[S:19][C:20]([C:23]3[CH:28]=[C:27]([CH3:29])[CH:26]=[C:25]([NH:30][C:31]4[CH:36]=[C:35]([C:37]([F:38])([F:40])[F:39])[CH:34]=[CH:33][N:32]=4)[N:24]=3)=[CH:21][N:22]=2)[CH2:13][CH2:12][CH2:11][C:10]2[CH:9]=[C:8]([C:14]([O:16][CH3:17])=[O:15])[CH:7]=[CH:6][C:5]1=2, predict the reactants needed to synthesize it. The reactants are: [N:1]([C:4]1([C:18]2[S:19][C:20]([C:23]3[CH:28]=[C:27]([CH3:29])[CH:26]=[C:25]([NH:30][C:31]4[CH:36]=[C:35]([C:37]([F:40])([F:39])[F:38])[CH:34]=[CH:33][N:32]=4)[N:24]=3)=[CH:21][N:22]=2)[CH2:13][CH2:12][CH2:11][C:10]2[CH:9]=[C:8]([C:14]([O:16][CH3:17])=[O:15])[CH:7]=[CH:6][C:5]1=2)=[N+]=[N-].CP(C)C. (2) The reactants are: Cl.C([N:6]([CH2:10][CH2:11][NH2:12])[C:7](=[O:9])[OH:8])(C)(C)C.[Br:13][C:14]1[C:15]2[O:24][C:23]([CH:25]=O)=[CH:22][C:16]=2[C:17](=[O:21])[N:18]([CH3:20])[CH:19]=1. Given the product [C:16]([O:8][C:7](=[O:9])[NH:6][CH2:10][CH2:11][NH:12][CH2:25][C:23]1[O:24][C:15]2[C:14]([Br:13])=[CH:19][N:18]([CH3:20])[C:17](=[O:21])[C:16]=2[CH:22]=1)([CH3:22])([CH3:17])[CH3:15], predict the reactants needed to synthesize it. (3) Given the product [CH2:25]([O:17][C:6]1[CH:7]=[C:8]([O:10][CH:11]2[CH2:16][CH2:15][CH2:14][CH2:13][O:12]2)[CH:9]=[C:2]([Br:1])[C:3]=1[CH:4]=[O:5])[C:26]1[CH:31]=[CH:30][CH:29]=[CH:28][CH:27]=1, predict the reactants needed to synthesize it. The reactants are: [Br:1][C:2]1[CH:9]=[C:8]([O:10][CH:11]2[CH2:16][CH2:15][CH2:14][CH2:13][O:12]2)[CH:7]=[C:6]([OH:17])[C:3]=1[CH:4]=[O:5].C([O-])([O-])=O.[K+].[K+].Br[CH2:25][C:26]1[CH:31]=[CH:30][CH:29]=[CH:28][CH:27]=1. (4) The reactants are: [Br:1][C:2]1[CH:3]=[C:4]2[C:8](=[CH:9][CH:10]=1)[C:7](=[O:11])[N:6]([CH2:12][C:13]([OH:16])([CH3:15])[CH3:14])[CH2:5]2.[H-].[Na+].[CH3:19]I.O. Given the product [Br:1][C:2]1[CH:3]=[C:4]2[C:8](=[CH:9][CH:10]=1)[C:7](=[O:11])[N:6]([CH2:12][C:13]([OH:16])([CH3:14])[CH3:15])[CH:5]2[CH3:19], predict the reactants needed to synthesize it. (5) Given the product [CH3:1][O:2][CH2:3][CH2:4][O:5][CH2:6][O:7][C:8]1[CH:15]=[CH:14][C:11](/[CH:12]=[CH:16]/[N+:17]([O-:19])=[O:18])=[CH:10][CH:9]=1, predict the reactants needed to synthesize it. The reactants are: [CH3:1][O:2][CH2:3][CH2:4][O:5][CH2:6][O:7][C:8]1[CH:15]=[CH:14][C:11]([CH:12]=O)=[CH:10][CH:9]=1.[CH3:16][N+:17]([O-:19])=[O:18]. (6) Given the product [NH2:40][C:20]1[CH:19]=[C:18]([Cl:17])[CH:23]=[CH:22][C:21]=1[NH:24][CH:25]1[CH2:29][N:28]([CH2:30][C:31]2[CH:36]=[CH:35][C:34]([O:37][CH3:38])=[CH:33][CH:32]=2)[C:27](=[O:39])[CH2:26]1, predict the reactants needed to synthesize it. The reactants are: ClC1C=C(N)C(N[C@H]2CCS(=O)(=O)C2)=CC=1.[Cl:17][C:18]1[CH:23]=[CH:22][C:21]([NH:24][CH:25]2[CH2:29][N:28]([CH2:30][C:31]3[CH:36]=[CH:35][C:34]([O:37][CH3:38])=[CH:33][CH:32]=3)[C:27](=[O:39])[CH2:26]2)=[C:20]([N+:40]([O-])=O)[CH:19]=1. (7) Given the product [CH3:20][C:17]1[CH:18]=[CH:19][C:14]([C:12]2[N:11]([C:21]3[N:22]=[N:23][CH:24]=[CH:25][CH:26]=3)[N:10]=[C:9]([C:7]([OH:8])=[O:6])[CH:13]=2)=[N:15][CH:16]=1, predict the reactants needed to synthesize it. The reactants are: O.[OH-].[Li+].C([O:6][C:7]([C:9]1[CH:13]=[C:12]([C:14]2[CH:19]=[CH:18][C:17]([CH3:20])=[CH:16][N:15]=2)[N:11]([C:21]2[N:22]=[N:23][CH:24]=[CH:25][CH:26]=2)[N:10]=1)=[O:8])C.C(O)C.Cl. (8) Given the product [F:41][C:42]1[CH:47]=[CH:46][C:45]([C:48]([C:50]2[CH:55]=[CH:54][C:53]([F:56])=[CH:52][CH:51]=2)([OH:49])[C:2]2[CH:3]=[C:4]3[C:9](=[CH:10][CH:11]=2)[N:8]=[N:7][CH:6]=[C:5]3[NH:12][CH:13]2[CH2:14][CH2:15][N:16]([C:19]([O:21][C:22]([CH3:23])([CH3:24])[CH3:25])=[O:20])[CH2:17][CH2:18]2)=[CH:44][CH:43]=1, predict the reactants needed to synthesize it. The reactants are: Br[C:2]1[CH:3]=[C:4]2[C:9](=[CH:10][CH:11]=1)[N:8]=[N:7][CH:6]=[C:5]2[NH:12][CH:13]1[CH2:18][CH2:17][N:16]([C:19]([O:21][C:22]([CH3:25])([CH3:24])[CH3:23])=[O:20])[CH2:15][CH2:14]1.[Li+].C[Si]([N-][Si](C)(C)C)(C)C.[Li]CCCC.[F:41][C:42]1[CH:47]=[CH:46][C:45]([C:48]([C:50]2[CH:55]=[CH:54][C:53]([F:56])=[CH:52][CH:51]=2)=[O:49])=[CH:44][CH:43]=1. (9) Given the product [OH:27][C@:15]1([CH3:28])[CH2:16][CH2:17][C@@H:18]2[C@:23]([CH3:24])([CH2:22][CH2:21][CH2:20][C:19]2([CH3:25])[CH3:26])[C@H:14]1[CH2:13][O:12][C:11]1[CH:29]=[C:30]([OH:32])[CH:31]=[C:9]([OH:8])[CH:10]=1, predict the reactants needed to synthesize it. The reactants are: C([O:8][C:9]1[CH:10]=[C:11]([CH:29]=[C:30]([O:32]CC2C=CC=CC=2)[CH:31]=1)[O:12][CH2:13][C@@H:14]1[C@:23]2([CH3:24])[C@H:18]([C:19]([CH3:26])([CH3:25])[CH2:20][CH2:21][CH2:22]2)[CH2:17][CH2:16][C@@:15]1([CH3:28])[OH:27])C1C=CC=CC=1.C([O-])=O.[NH4+].